The task is: Predict the reactants needed to synthesize the given product.. This data is from Full USPTO retrosynthesis dataset with 1.9M reactions from patents (1976-2016). (1) Given the product [CH3:1][O:2][C:3]1[CH:12]=[C:11]2[C:6]([CH:7]=[C:8]([C:13]3[CH:22]=[CH:21][C:16]([C:17]([O:19][CH3:20])=[O:18])=[CH:15][CH:14]=3)[CH:9]=[N+:10]2[O-:31])=[CH:5][CH:4]=1, predict the reactants needed to synthesize it. The reactants are: [CH3:1][O:2][C:3]1[CH:12]=[C:11]2[C:6]([CH:7]=[C:8]([C:13]3[CH:22]=[CH:21][C:16]([C:17]([O:19][CH3:20])=[O:18])=[CH:15][CH:14]=3)[CH:9]=[N:10]2)=[CH:5][CH:4]=1.C1C=C(Cl)C=C(C(OO)=[O:31])C=1.C([O-])([O-])=O.[Na+].[Na+]. (2) The reactants are: [CH3:1][O:2][C:3]1[CH:29]=[CH:28][C:6]([CH2:7][CH2:8][N:9]([S:16]([C:19]2[CH:24]=[CH:23][C:22]([N+:25]([O-])=O)=[CH:21][CH:20]=2)(=[O:18])=[O:17])[CH2:10][CH2:11][C:12]([O:14][CH3:15])=[O:13])=[CH:5][CH:4]=1.CO.C(OCC)(=O)C.C([O-])=O.[NH4+]. Given the product [CH3:1][O:2][C:3]1[CH:4]=[CH:5][C:6]([CH2:7][CH2:8][N:9]([S:16]([C:19]2[CH:20]=[CH:21][C:22]([NH2:25])=[CH:23][CH:24]=2)(=[O:17])=[O:18])[CH2:10][CH2:11][C:12]([O:14][CH3:15])=[O:13])=[CH:28][CH:29]=1, predict the reactants needed to synthesize it. (3) Given the product [Cl:23][CH2:24][C@H:25]([C@H:27]1[CH2:36][CH2:35][C:34]2[C:29](=[CH:30][CH:31]=[C:32]([F:37])[CH:33]=2)[O:28]1)[OH:26], predict the reactants needed to synthesize it. The reactants are: B(Cl)([C@H]1[C@H](C)[C@@H]2C(C)(C)[C@@H](C2)C1)[C@H]1[C@H](C)[C@@H]2C(C)(C)[C@@H](C2)C1.[Cl:23][CH2:24][C:25]([CH:27]1[CH2:36][CH2:35][C:34]2[C:29](=[CH:30][CH:31]=[C:32]([F:37])[CH:33]=2)[O:28]1)=[O:26].CC(C)=O.C(=O)([O-])[O-].[Na+].[Na+]. (4) The reactants are: [Cl:1][C:2]1[CH:10]=[CH:9][C:8](I)=[C:7]2[C:3]=1[CH2:4][NH:5][C:6]2=[O:12].[CH2:13]([N:15]([CH2:18][CH3:19])[CH2:16][CH3:17])C. Given the product [Cl:1][C:2]1[CH:10]=[CH:9][C:8]([C:16]2[N:15]([CH3:13])[C:18]3[C:19]([CH:17]=2)=[CH:4][CH:3]=[CH:2][CH:10]=3)=[C:7]2[C:3]=1[CH2:4][NH:5][C:6]2=[O:12], predict the reactants needed to synthesize it. (5) Given the product [Si:1]([O:8][CH2:9][CH2:10][C:11](=[O:12])[C:17]#[CH:18])([C:4]([CH3:5])([CH3:6])[CH3:7])([CH3:2])[CH3:3], predict the reactants needed to synthesize it. The reactants are: [Si:1]([O:8][CH2:9][CH2:10][C:11](N(OC)C)=[O:12])([C:4]([CH3:7])([CH3:6])[CH3:5])([CH3:3])[CH3:2].[C:17]([Mg]Br)#[CH:18]. (6) Given the product [CH3:1][O:2][C:3]1[CH:4]=[CH:5][C:6]([CH3:9])=[N+:7]([O-:15])[CH:8]=1, predict the reactants needed to synthesize it. The reactants are: [CH3:1][O:2][C:3]1[CH:4]=[CH:5][C:6]([CH3:9])=[N:7][CH:8]=1.ClC1C=C(C=CC=1)C(OO)=[O:15].CCOC(C)=O. (7) Given the product [Cl:1][C:2]1[CH:8]=[C:6]([NH2:7])[C:5]([NH2:9])=[CH:4][C:3]=1[C:12]1[CH:17]=[CH:16][C:15]([C:18]([F:21])([F:20])[F:19])=[CH:14][CH:13]=1, predict the reactants needed to synthesize it. The reactants are: [Cl:1][C:2]1[C:3]([C:12]2[CH:17]=[CH:16][C:15]([C:18]([F:21])([F:20])[F:19])=[CH:14][CH:13]=2)=[CH:4][C:5]([N+:9]([O-])=O)=[C:6]([CH:8]=1)[NH2:7].C(=O)([O-])[O-].[Na+].[Na+]. (8) Given the product [Br:18][C:19]1[CH:24]=[CH:23][C:22]([CH2:25][O:15][CH2:14][CH:11]2[CH2:12][CH2:13][N:8]([C:6]([O:5][C:1]([CH3:4])([CH3:3])[CH3:2])=[O:7])[CH2:9][CH2:10]2)=[C:21]([C:27]([F:28])([F:29])[F:30])[CH:20]=1, predict the reactants needed to synthesize it. The reactants are: [C:1]([O:5][C:6]([N:8]1[CH2:13][CH2:12][CH:11]([CH2:14][OH:15])[CH2:10][CH2:9]1)=[O:7])([CH3:4])([CH3:3])[CH3:2].[H-].[Na+].[Br:18][C:19]1[CH:24]=[CH:23][C:22]([CH2:25]Br)=[C:21]([C:27]([F:30])([F:29])[F:28])[CH:20]=1.[Cl-].[NH4+]. (9) Given the product [CH3:21][C:19]1[CH:20]=[C:15]([NH:14][C:10]2[N:9]=[C:8]([O:1][CH2:2][C:3]([OH:5])=[O:4])[CH:13]=[CH:12][N:11]=2)[CH:16]=[C:17]([C:22]2[S:26][C:25]([C:27]([OH:33])([CH3:32])[C:28]([F:31])([F:30])[F:29])=[N:24][CH:23]=2)[CH:18]=1, predict the reactants needed to synthesize it. The reactants are: [OH:1][CH2:2][C:3]([O:5]C)=[O:4].Cl[C:8]1[CH:13]=[CH:12][N:11]=[C:10]([NH:14][C:15]2[CH:16]=[C:17]([C:22]3[S:26][C:25]([C:27]([OH:33])([CH3:32])[C:28]([F:31])([F:30])[F:29])=[N:24][CH:23]=3)[CH:18]=[C:19]([CH3:21])[CH:20]=2)[N:9]=1.C(=O)([O-])[O-].[Cs+].[Cs+].FC(F)(F)C(O)=O. (10) Given the product [CH3:1][CH:2]([CH3:22])[CH2:3][CH2:4][NH:5][C:6]([C:8]1[C:9]([C:14]2[CH:19]=[CH:18][CH:17]=[CH:16][C:15]=2[CH2:20][NH:21][C:24]([O:26][C:27]2[CH:32]=[CH:31][CH:30]=[CH:29][CH:28]=2)=[O:25])=[CH:10][CH:11]=[CH:12][CH:13]=1)=[O:7], predict the reactants needed to synthesize it. The reactants are: [CH3:1][CH:2]([CH3:22])[CH2:3][CH2:4][NH:5][C:6]([C:8]1[C:9]([C:14]2[CH:19]=[CH:18][CH:17]=[CH:16][C:15]=2[CH2:20][NH2:21])=[CH:10][CH:11]=[CH:12][CH:13]=1)=[O:7].Cl[C:24]([O:26][C:27]1[CH:32]=[CH:31][CH:30]=[CH:29][CH:28]=1)=[O:25].